This data is from Forward reaction prediction with 1.9M reactions from USPTO patents (1976-2016). The task is: Predict the product of the given reaction. (1) Given the reactants COC1C=CC(C(O)=O)=CC=1N.Cl.[C:14]([NH:17][C:18]1[CH:19]=[C:20]([CH:24]=[CH:25][C:26]=1[O:27][CH3:28])[C:21]([OH:23])=[O:22])(=[O:16])[CH3:15].[N+:29]([O-])([OH:31])=[O:30], predict the reaction product. The product is: [N+:29]([C:24]1[CH:25]=[C:26]([O:27][CH3:28])[C:18]([NH:17][C:14](=[O:16])[CH3:15])=[CH:19][C:20]=1[C:21]([OH:23])=[O:22])([O-:31])=[O:30]. (2) Given the reactants CN(C=O)C.[F:6][C:7]1[CH:8]=[C:9]([CH:12]=[CH:13][C:14]=1F)[C:10]#[N:11].[NH:16]1[CH2:21][CH2:20][O:19][CH2:18][CH2:17]1.C(=O)([O-])[O-].[K+].[K+], predict the reaction product. The product is: [F:6][C:7]1[CH:8]=[C:9]([CH:12]=[CH:13][C:14]=1[N:16]1[CH2:21][CH2:20][O:19][CH2:18][CH2:17]1)[C:10]#[N:11]. (3) Given the reactants C([Li])(C)(C)C.CCCCC.Br[C:12]1[CH:17]=[CH:16][CH:15]=[C:14]([CH2:18][CH3:19])[N:13]=1.[CH2:20]([Sn:24](Cl)([CH2:29][CH2:30][CH2:31][CH3:32])[CH2:25][CH2:26][CH2:27][CH3:28])[CH2:21][CH2:22][CH3:23], predict the reaction product. The product is: [CH2:18]([C:14]1[CH:15]=[CH:16][CH:17]=[C:12]([Sn:24]([CH2:25][CH2:26][CH2:27][CH3:28])([CH2:29][CH2:30][CH2:31][CH3:32])[CH2:20][CH2:21][CH2:22][CH3:23])[N:13]=1)[CH3:19]. (4) Given the reactants Cl[S:2]([N:5]=[C:6]=[O:7])(=[O:4])=[O:3].[F:8][C:9]1[CH:22]=[C:21]([F:23])[CH:20]=[C:19]([F:24])[C:10]=1[CH2:11][NH:12][C:13]1[CH:18]=[CH:17][CH:16]=[CH:15][CH:14]=1.[Cl-].[Al+3].[Cl-].[Cl-], predict the reaction product. The product is: [F:8][C:9]1[CH:22]=[C:21]([F:23])[CH:20]=[C:19]([F:24])[C:10]=1[CH2:11][N:12]1[C:13]2[CH:18]=[CH:17][CH:16]=[CH:15][C:14]=2[S:2](=[O:4])(=[O:3])[NH:5][C:6]1=[O:7]. (5) Given the reactants [H-].[Na+].[OH:3][C@H:4]([C:18]1[S:19][CH:20]=[CH:21][CH:22]=1)[C@@H:5]1[N:9]([CH3:10])[C:8](=[O:11])[CH2:7][C@@H:6]1[C:12]1[CH:17]=[CH:16][CH:15]=[CH:14][CH:13]=1.[CH3:23]I.O, predict the reaction product. The product is: [CH3:23][O:3][C@H:4]([C:18]1[S:19][CH:20]=[CH:21][CH:22]=1)[C@@H:5]1[N:9]([CH3:10])[C:8](=[O:11])[CH2:7][C@@H:6]1[C:12]1[CH:17]=[CH:16][CH:15]=[CH:14][CH:13]=1. (6) Given the reactants C(N(CC)CC)C.[CH:8]([C:10]1[C:14]2[CH2:15][N:16]([C:19]([O:21][C:22]([CH3:25])([CH3:24])[CH3:23])=[O:20])[CH2:17][CH2:18][C:13]=2[N:12]([CH3:26])[N:11]=1)=[O:9].[CH:27](=[N:34][C:35]1[CH:40]=[CH:39][CH:38]=[C:37]([O:41][CH3:42])[CH:36]=1)[C:28]1[CH:33]=[CH:32][CH:31]=[CH:30][CH:29]=1, predict the reaction product. The product is: [CH3:42][O:41][C:37]1[CH:36]=[C:35]([NH:34][CH:27]([C:28]2[CH:33]=[CH:32][CH:31]=[CH:30][CH:29]=2)[C:8]([C:10]2[C:14]3[CH2:15][N:16]([C:19]([O:21][C:22]([CH3:23])([CH3:25])[CH3:24])=[O:20])[CH2:17][CH2:18][C:13]=3[N:12]([CH3:26])[N:11]=2)=[O:9])[CH:40]=[CH:39][CH:38]=1.